From a dataset of Reaction yield outcomes from USPTO patents with 853,638 reactions. Predict the reaction yield, written as a fraction of the theoretical maximum amount of product (1.0 means a 100% yield; for example, 0.34 means a 34% yield). (1) The reactants are [CH3:1][O:2][C:3]([C:5]1[C:9](C)=[C:8](O)[S:7][C:6]=1[NH:12][C:13](=[O:24])[C:14]1[CH:19]=[CH:18][C:17]([O:20][CH3:21])=[C:16]([O:22][CH3:23])[CH:15]=1)=[O:4].N1C=CC=CC=1.[C:31]([O:34][C:35](=O)C)(=[O:33])[CH3:32]. The catalyst is C(Cl)Cl. The product is [CH3:1][O:2][C:3]([C:5]1[CH:9]=[C:8]([CH2:35][O:34][C:31](=[O:33])[CH3:32])[S:7][C:6]=1[NH:12][C:13](=[O:24])[C:14]1[CH:19]=[CH:18][C:17]([O:20][CH3:21])=[C:16]([O:22][CH3:23])[CH:15]=1)=[O:4]. The yield is 0.670. (2) The reactants are [Cl:1][C:2]1[CH:10]=[CH:9][C:8]2[NH:7][C:6]3[CH2:11][CH2:12][N:13]([CH3:15])[CH2:14][C:5]=3[C:4]=2[CH:3]=1.[OH-].[K+].BrC[CH2:20][C:21]1[CH:26]=[CH:25][CH:24]=[CH:23][N:22]=1. The catalyst is CN1CCCC1=O.O. The product is [Cl:1][C:2]1[CH:10]=[CH:9][C:8]2[N:7]([CH2:20][CH2:21][N:22]3[CH:26]=[CH:25][CH:24]=[CH:23]3)[C:6]3[CH2:11][CH2:12][N:13]([CH3:15])[CH2:14][C:5]=3[C:4]=2[CH:3]=1. The yield is 0.0700. (3) The reactants are CS(O)(=O)=O.[NH2:6][CH2:7][C:8]1[CH:9]=[C:10]2[C:14](=[CH:15][CH:16]=1)[C:13](=[O:17])[N:12]([CH:18]1[CH2:23][CH2:22][C:21](=[O:24])[NH:20][C:19]1=[O:25])[CH2:11]2.[Cl:26][C:27]1[CH:32]=[CH:31][C:30]([N:33]=[C:34]=[O:35])=[CH:29][C:28]=1[C:36]([F:39])([F:38])[F:37].Cl. The catalyst is CN(C=O)C. The product is [Cl:26][C:27]1[CH:32]=[CH:31][C:30]([NH:33][C:34]([NH:6][CH2:7][C:8]2[CH:9]=[C:10]3[C:14](=[CH:15][CH:16]=2)[C:13](=[O:17])[N:12]([CH:18]2[CH2:23][CH2:22][C:21](=[O:24])[NH:20][C:19]2=[O:25])[CH2:11]3)=[O:35])=[CH:29][C:28]=1[C:36]([F:37])([F:38])[F:39]. The yield is 0.860. (4) The reactants are [C:1]([O:8][CH2:9][CH3:10])(=[O:7])[C:2]([O:4]CC)=O.[C:11]1(=[O:16])[CH2:15][CH2:14][CH2:13][CH2:12]1. No catalyst specified. The product is [O:4]=[C:2]([CH:12]1[CH2:13][CH2:14][CH2:15][C:11]1=[O:16])[C:1]([O:8][CH2:9][CH3:10])=[O:7]. The yield is 0.760. (5) The reactants are [CH3:1][O:2][C:3](=[O:41])[C:4]1[CH:9]=[CH:8][C:7]([O:10][CH2:11][CH2:12][C:13]2[C:21]3[C:16](=[CH:17][CH:18]=[C:19]([Cl:22])[CH:20]=3)[N:15]([CH:23]([C:30]3[CH:35]=[CH:34][CH:33]=[CH:32][CH:31]=3)[C:24]3[CH:29]=[CH:28][CH:27]=[CH:26][CH:25]=3)[C:14]=2[CH2:36][CH2:37][C:38](O)=[O:39])=[CH:6][CH:5]=1.C(Cl)(=O)C(Cl)=O. The catalyst is C(Cl)Cl. The product is [CH3:1][O:2][C:3](=[O:41])[C:4]1[CH:5]=[CH:6][C:7]([O:10][CH2:11][CH2:12][C:13]2[C:21]3[C:16](=[CH:17][CH:18]=[C:19]([Cl:22])[CH:20]=3)[N:15]([CH:23]([C:30]3[CH:31]=[CH:32][CH:33]=[CH:34][CH:35]=3)[C:24]3[CH:29]=[CH:28][CH:27]=[CH:26][CH:25]=3)[C:14]=2[CH2:36][CH2:37][CH2:38][OH:39])=[CH:8][CH:9]=1. The yield is 0.830. (6) The reactants are C([N:8]1[CH2:13][CH2:12][C:11]2([C:21]3[C:16](=[CH:17][CH:18]=[CH:19][C:20]=3[CH2:22][NH:23][C:24](=[O:26])[CH3:25])[N:15]([C:27]3[C:28]4[C@H:35]([CH3:36])[CH2:34][C@@H:33]([OH:37])[C:29]=4[N:30]=[CH:31][N:32]=3)[CH2:14]2)[CH2:10][CH2:9]1)C1C=CC=CC=1.C([O-])=O.[NH4+].[ClH:42]. The catalyst is CO.C(Cl)Cl.CCOCC.[Pd]. The product is [ClH:42].[ClH:42].[OH:37][C@H:33]1[C:29]2[N:30]=[CH:31][N:32]=[C:27]([N:15]3[C:16]4[C:21](=[C:20]([CH2:22][NH:23][C:24](=[O:26])[CH3:25])[CH:19]=[CH:18][CH:17]=4)[C:11]4([CH2:10][CH2:9][NH:8][CH2:13][CH2:12]4)[CH2:14]3)[C:28]=2[C@H:35]([CH3:36])[CH2:34]1. The yield is 0.770. (7) The reactants are [Br:1][C:2]1[CH:7]=[CH:6][N:5]=[CH:4][CH:3]=1.C([N-]C(C)C)(C)C.[Li+].CN(C)[CH:18]=[O:19]. The catalyst is C1COCC1. The product is [Br:1][C:2]1[CH:7]=[CH:6][N:5]=[CH:4][C:3]=1[CH:18]=[O:19]. The yield is 0.136.